Dataset: Reaction yield outcomes from USPTO patents with 853,638 reactions. Task: Predict the reaction yield, written as a fraction of the theoretical maximum amount of product (1.0 means a 100% yield; for example, 0.34 means a 34% yield). (1) The reactants are C([N:5]([CH2:9][CH:10](N)[CH3:11])[C:6](=[O:8])[OH:7])(C)(C)C.[CH:13]1[CH:14]=[CH:15][C:16]([NH:23][C:24]2[C:25]([Cl:31])=[CH:26][CH:27]=[CH:28][C:29]=2[Cl:30])=[C:17]([CH2:19][C:20]([OH:22])=[O:21])[CH:18]=1.CCN=C=NCCCN(C)C.Cl.C(OCC)(=O)C. The catalyst is ClCCl.CN(C1C=CN=CC=1)C. The product is [C:6]([N-:5][CH2:9][CH2:10][CH3:11])([O:7][C:17]([CH3:19])([CH3:18])[CH3:16])=[O:8].[CH:13]1[CH:14]=[CH:15][C:16]([NH:23][C:24]2[C:29]([Cl:30])=[CH:28][CH:27]=[CH:26][C:25]=2[Cl:31])=[C:17]([CH2:19][C:20]([OH:22])=[O:21])[CH:18]=1. The yield is 0.950. (2) The reactants are [Cl:1][C:2]1[CH:7]=[C:6]([C:8]([C:13]2[CH:18]=[CH:17][C:16]([C:19]#[C:20][CH:21]([OH:26])[C:22]([CH3:25])([CH3:24])[CH3:23])=[C:15]([Cl:27])[CH:14]=2)([CH2:11][CH3:12])[CH2:9][CH3:10])[CH:5]=[CH:4][C:3]=1[OH:28]. The catalyst is C(OCC)(=O)C.[Pd]. The product is [Cl:1][C:2]1[CH:7]=[C:6]([C:8]([C:13]2[CH:18]=[CH:17][C:16]([CH2:19][CH2:20][CH:21]([OH:26])[C:22]([CH3:24])([CH3:23])[CH3:25])=[C:15]([Cl:27])[CH:14]=2)([CH2:11][CH3:12])[CH2:9][CH3:10])[CH:5]=[CH:4][C:3]=1[OH:28]. The yield is 0.990. (3) The reactants are Br[C:2]1[CH:7]=[CH:6][C:5]([CH:8]2[CH2:10][CH2:9]2)=[CH:4][CH:3]=1.[Li]CCCC.[B:16](OC(C)C)([O:21]C(C)C)[O:17]C(C)C. The catalyst is C1COCC1. The product is [CH:8]1([C:5]2[CH:6]=[CH:7][C:2]([B:16]([OH:21])[OH:17])=[CH:3][CH:4]=2)[CH2:10][CH2:9]1. The yield is 0.243. (4) The reactants are [Cl:1][C:2]1[CH:12]=[CH:11][C:10](CC)=[CH:9][C:3]=1[C:4]([O:6]CC)=O.[H-].[CH2:16]([Al+]CC(C)C)[CH:17](C)C.C([O-])(O)=O.[Na+]. The catalyst is C1COCC1.C1(C)C=CC=CC=1. The product is [Cl:1][C:2]1[CH:12]=[CH:11][CH:10]=[C:9]([CH2:16][CH3:17])[C:3]=1[CH2:4][OH:6]. The yield is 0.750. (5) The reactants are Cl[C:2]1[CH:11]=[CH:10][N:9]=[C:8]2[C:3]=1[CH:4]=[CH:5][C:6]([C:12]([F:15])([F:14])[F:13])=[N:7]2.[F:16][C:17]1[CH:22]=[CH:21][C:20](B2OC(C)(C)C(C)(C)O2)=[CH:19][C:18]=1[C:32]1[CH:37]=[CH:36][N:35]=[CH:34][C:33]=1[F:38]. No catalyst specified. The product is [F:16][C:17]1[CH:22]=[CH:21][C:20]([C:2]2[CH:11]=[CH:10][N:9]=[C:8]3[C:3]=2[CH:4]=[CH:5][C:6]([C:12]([F:15])([F:14])[F:13])=[N:7]3)=[CH:19][C:18]=1[C:32]1[CH:37]=[CH:36][N:35]=[CH:34][C:33]=1[F:38]. The yield is 0.400.